From a dataset of Full USPTO retrosynthesis dataset with 1.9M reactions from patents (1976-2016). Predict the reactants needed to synthesize the given product. (1) Given the product [CH2:1]([N:8]1[CH:13]([CH2:14][F:29])[CH2:12][O:11][C:10]([CH3:17])([CH3:16])[C:9]1=[O:18])[C:2]1[CH:7]=[CH:6][CH:5]=[CH:4][CH:3]=1, predict the reactants needed to synthesize it. The reactants are: [CH2:1]([N:8]1[CH:13]([CH2:14]O)[CH2:12][O:11][C:10]([CH3:17])([CH3:16])[C:9]1=[O:18])[C:2]1[CH:7]=[CH:6][CH:5]=[CH:4][CH:3]=1.COCCN(S(F)(F)[F:29])CCOC.C(=O)(O)[O-].[Na+]. (2) Given the product [NH2:18][C:16]1[N:17]=[C:12]([N:8]2[CH2:9][CH2:10][CH2:11][C@H:6]([NH:5][C:1](=[O:4])[CH:2]=[CH2:3])[CH2:7]2)[CH:13]=[CH:14][CH:15]=1, predict the reactants needed to synthesize it. The reactants are: [C:1]([NH:5][C@H:6]1[CH2:11][CH2:10][CH2:9][N:8]([C:12]2[N:17]=[C:16]([NH:18]C(=O)OC(C)(C)C)[CH:15]=[CH:14][CH:13]=2)[CH2:7]1)(=[O:4])[CH:2]=[CH2:3].C(O)(C(F)(F)F)=O. (3) The reactants are: [CH:1]1([C:4]2[N:8]=[C:7]([C:9]3[C:17]4[CH2:16][CH2:15][O:14][CH2:13][C:12]=4[S:11][C:10]=3[NH:18][C:19]([C:21]3[N:30]=[CH:29][CH:28]=[CH:27][C:22]=3[C:23]([O:25]C)=[O:24])=[O:20])[O:6][N:5]=2)[CH2:3][CH2:2]1.O.[OH-].[Li+].Cl.CCOC(C)=O. Given the product [CH:1]1([C:4]2[N:8]=[C:7]([C:9]3[C:17]4[CH2:16][CH2:15][O:14][CH2:13][C:12]=4[S:11][C:10]=3[NH:18][C:19]([C:21]3[N:30]=[CH:29][CH:28]=[CH:27][C:22]=3[C:23]([OH:25])=[O:24])=[O:20])[O:6][N:5]=2)[CH2:3][CH2:2]1, predict the reactants needed to synthesize it. (4) The reactants are: [F:1][C:2]1[CH:23]=[CH:22][C:5]([NH:6][C:7]2[CH:19]=[C:18]([CH:20]=[CH2:21])[CH:17]=[CH:16][C:8]=2[C:9]([O:11][C:12]([CH3:15])([CH3:14])[CH3:13])=[O:10])=[CH:4][CH:3]=1.Br[C:25]1[CH:26]=[C:27]([CH3:32])[C:28]([CH3:31])=[CH:29][CH:30]=1.C1(CNCC2CCCCC2)CCCCC1.F[B-](F)(F)F.C(P(C(C)(C)C)C(C)(C)C)(C)(C)C.C(O)(=O)CC(CC(O)=O)(C(O)=O)O. Given the product [CH3:32][C:27]1[CH:26]=[C:25](/[CH:21]=[CH:20]/[C:18]2[CH:17]=[CH:16][C:8]([C:9]([O:11][C:12]([CH3:15])([CH3:13])[CH3:14])=[O:10])=[C:7]([NH:6][C:5]3[CH:22]=[CH:23][C:2]([F:1])=[CH:3][CH:4]=3)[CH:19]=2)[CH:30]=[CH:29][C:28]=1[CH3:31], predict the reactants needed to synthesize it. (5) Given the product [CH3:21][C:17]1[N:16]=[C:15]([NH:14][C:11]([NH2:12])=[S:10])[CH:20]=[CH:19][CH:18]=1, predict the reactants needed to synthesize it. The reactants are: C(Cl)(=O)C1C=CC=CC=1.[S-:10][C:11]#[N:12].[NH4+].[NH2:14][C:15]1[CH:20]=[CH:19][CH:18]=[C:17]([CH3:21])[N:16]=1. (6) Given the product [Br:25][C:26]1[CH:31]=[CH:30][C:29]([CH2:32][N:33]([CH3:34])[C:47](=[O:49])[CH2:46][CH2:45][CH2:44][NH:43][C:41](=[O:42])[O:40][C:36]([CH3:37])([CH3:38])[CH3:39])=[CH:28][C:27]=1[Cl:35], predict the reactants needed to synthesize it. The reactants are: F[P-](F)(F)(F)(F)F.N1(OC(N(C)C)=[N+](C)C)C2N=CC=CC=2N=N1.[Br:25][C:26]1[CH:31]=[CH:30][C:29]([CH2:32][NH:33][CH3:34])=[CH:28][C:27]=1[Cl:35].[C:36]([O:40][C:41]([NH:43][CH2:44][CH2:45][CH2:46][C:47]([OH:49])=O)=[O:42])([CH3:39])([CH3:38])[CH3:37].CCN(C(C)C)C(C)C.